This data is from Forward reaction prediction with 1.9M reactions from USPTO patents (1976-2016). The task is: Predict the product of the given reaction. (1) Given the reactants [CH3:1][N:2]1[CH:6]=[CH:5][N:4]=[C:3]1[S:7][C:8]1[CH:13]=[CH:12][C:11]([N+:14]([O-])=O)=[CH:10][CH:9]=1.[Cl-].[Ca+2].[Cl-], predict the reaction product. The product is: [NH2:14][C:11]1[CH:10]=[CH:9][C:8]([S:7][C:3]2[N:2]([CH3:1])[CH:6]=[CH:5][N:4]=2)=[CH:13][CH:12]=1. (2) Given the reactants [CH3:1][N:2]1[CH2:8][CH2:7][CH2:6][C@H:3]1[CH2:4][OH:5].[OH-].[Na+].Cl[C:12]1[N:17]=[C:16]([NH:18][C:19]2[CH:24]=[CH:23][C:22]([O:25][CH3:26])=[C:21]([Cl:27])[CH:20]=2)[N:15]=[C:14]([NH:28][CH:29]2[CH2:35][CH2:34][CH2:33][CH2:32][CH2:31][CH2:30]2)[N:13]=1, predict the reaction product. The product is: [Cl:27][C:21]1[CH:20]=[C:19]([NH:18][C:16]2[N:15]=[C:14]([NH:28][CH:29]3[CH2:30][CH2:31][CH2:32][CH2:33][CH2:34][CH2:35]3)[N:13]=[C:12]([O:5][CH2:4][CH:3]3[CH2:6][CH2:7][CH2:8][N:2]3[CH3:1])[N:17]=2)[CH:24]=[CH:23][C:22]=1[O:25][CH3:26]. (3) Given the reactants [C:1]1([CH2:7][C:8]([OH:10])=O)[CH:6]=[CH:5][CH:4]=[CH:3][CH:2]=1.[NH:11]1[C:15]2[CH:16]=[CH:17][CH:18]=[CH:19][C:14]=2[N:13]=[N:12]1.S(Cl)(Cl)=O, predict the reaction product. The product is: [N:11]1([C:8](=[O:10])[CH2:7][C:1]2[CH:2]=[CH:3][CH:4]=[CH:5][CH:6]=2)[C:15]2[CH:16]=[CH:17][CH:18]=[CH:19][C:14]=2[N:13]=[N:12]1. (4) Given the reactants Cl.[F:2][C:3]1[C:8]([NH:9][C:10]2[C:15]([C:16]3[N:24]=[CH:23][N:22]=[C:21]4[C:17]=3[N:18]=[CH:19][N:20]4C3CCCCO3)=[CH:14][CH:13]=[CH:12][N:11]=2)=[C:7]([F:31])[CH:6]=[CH:5][C:4]=1[NH:32][S:33]([C:36]1[CH:41]=[CH:40][C:39]([C:42]([F:45])([F:44])[F:43])=[CH:38][CH:37]=1)(=[O:35])=[O:34], predict the reaction product. The product is: [N:24]1[C:16]([C:15]2[C:10]([NH:9][C:8]3[C:3]([F:2])=[C:4]([NH:32][S:33]([C:36]4[CH:41]=[CH:40][C:39]([C:42]([F:45])([F:43])[F:44])=[CH:38][CH:37]=4)(=[O:35])=[O:34])[CH:5]=[CH:6][C:7]=3[F:31])=[N:11][CH:12]=[CH:13][CH:14]=2)=[C:17]2[C:21]([NH:20][CH:19]=[N:18]2)=[N:22][CH:23]=1. (5) Given the reactants N[C@@H:2]([CH:26](C)[CH3:27])[C:3](OCN1C(=O)[CH2:27][CH2:26][CH:2](N2C(=O)C3C(=CC=CC=3)C2=O)[C:3]1=O)=O.[NH2:29][C:30]([CH3:55])([CH3:54])[C:31]([O:33][CH2:34][N:35]1[C:40](=[O:41])[CH2:39][CH2:38][CH:37]([N:42]2[C:50](=[O:51])[C:49]3[C:44](=[CH:45][CH:46]=[CH:47][CH:48]=3)[C:43]2=[O:52])[C:36]1=[O:53])=[O:32], predict the reaction product. The product is: [CH3:54][C:30]([N:29]1[CH2:27][CH2:26][CH2:2][CH2:3]1)([CH3:55])[C:31]([O:33][CH2:34][N:35]1[C:40](=[O:41])[CH2:39][CH2:38][CH:37]([N:42]2[C:50](=[O:51])[C:49]3[C:44](=[CH:45][CH:46]=[CH:47][CH:48]=3)[C:43]2=[O:52])[C:36]1=[O:53])=[O:32]. (6) Given the reactants Cl.[NH2:2][C@@H:3]([CH2:25][O:26][CH:27]([F:29])[F:28])[C:4]([NH:6][C@@H:7]([CH2:18][C:19]1[CH:24]=[CH:23][CH:22]=[CH:21][CH:20]=1)[C:8]([O:10][CH2:11][C:12]1[CH:17]=[CH:16][CH:15]=[CH:14][CH:13]=1)=[O:9])=[O:5].Cl.[O:31]1[CH2:36][CH2:35][N:34]([CH2:37][C:38](O)=[O:39])[CH2:33][CH2:32]1.C1C=C2N=NN(O)C2=CC=1.O.CCN=C=NCCCN(C)C.Cl.CCN(C(C)C)C(C)C, predict the reaction product. The product is: [F:29][CH:27]([F:28])[O:26][CH2:25][C@H:3]([NH:2][C:38](=[O:39])[CH2:37][N:34]1[CH2:35][CH2:36][O:31][CH2:32][CH2:33]1)[C:4]([NH:6][C@@H:7]([CH2:18][C:19]1[CH:20]=[CH:21][CH:22]=[CH:23][CH:24]=1)[C:8]([O:10][CH2:11][C:12]1[CH:17]=[CH:16][CH:15]=[CH:14][CH:13]=1)=[O:9])=[O:5]. (7) The product is: [N:26]1([CH2:25][CH2:24][CH2:23][O:22][C:19]2[CH:18]=[CH:17][C:16]([CH:13]3[CH2:14][CH2:15][N:10]([C:7]([N:1]4[CH2:6][CH2:5][O:4][CH2:3][CH2:2]4)=[O:8])[CH2:11][CH2:12]3)=[CH:21][CH:20]=2)[CH2:31][CH2:30][CH2:29][CH2:28][CH2:27]1. Given the reactants [N:1]1([C:7](Cl)=[O:8])[CH2:6][CH2:5][O:4][CH2:3][CH2:2]1.[NH:10]1[CH2:15][CH2:14][CH:13]([C:16]2[CH:21]=[CH:20][C:19]([O:22][CH2:23][CH2:24][CH2:25][N:26]3[CH2:31][CH2:30][CH2:29][CH2:28][CH2:27]3)=[CH:18][CH:17]=2)[CH2:12][CH2:11]1.CCN(CC1C=CC=CC=1)CC.C=CC1C=CC=CC=1.C=CC1C=CC(C=C)=CC=1, predict the reaction product. (8) Given the reactants C(OC(=O)[NH:7][CH:8]1[CH2:12][CH:11]([C:13]2[N:17]3[C:18]4[CH:24]=[CH:23][N:22]([S:25]([C:28]5[CH:34]=[CH:33][C:31]([CH3:32])=[CH:30][CH:29]=5)(=[O:27])=[O:26])[C:19]=4[N:20]=[CH:21][C:16]3=[N:15][N:14]=2)[CH:10]([CH2:35][CH3:36])[CH2:9]1)(C)(C)C.Cl, predict the reaction product. The product is: [CH2:35]([CH:10]1[CH:11]([C:13]2[N:17]3[C:18]4[CH:24]=[CH:23][N:22]([S:25]([C:28]5[CH:29]=[CH:30][C:31]([CH3:32])=[CH:33][CH:34]=5)(=[O:27])=[O:26])[C:19]=4[N:20]=[CH:21][C:16]3=[N:15][N:14]=2)[CH2:12][CH:8]([NH2:7])[CH2:9]1)[CH3:36]. (9) Given the reactants [NH2:1][C:2]1[CH:7]=[CH:6][C:5]([C:8]2[C:9](=[O:23])[O:10][CH2:11][C:12]=2[C:13]2[CH:18]=[CH:17][C:16]([S:19]([CH3:22])(=[O:21])=[O:20])=[CH:15][CH:14]=2)=[CH:4][CH:3]=1.Br[CH2:25][CH2:26][CH2:27][CH2:28]Br.CCN(CC)CC, predict the reaction product. The product is: [CH3:22][S:19]([C:16]1[CH:17]=[CH:18][C:13]([C:12]2[CH2:11][O:10][C:9](=[O:23])[C:8]=2[C:5]2[CH:6]=[CH:7][C:2]([N:1]3[CH2:28][CH2:27][CH2:26][CH2:25]3)=[CH:3][CH:4]=2)=[CH:14][CH:15]=1)(=[O:21])=[O:20]. (10) Given the reactants [CH3:1][C@@H:2]([OH:5])[C:3]#[CH:4].C1(P(C2C=CC=CC=2)C2C=CC=CC=2)C=CC=CC=1.O[C:26]1[CH:27]=[C:28]([CH3:36])[C:29]([C:32]([O:34][CH3:35])=[O:33])=[N:30][CH:31]=1.N(C(OC(C)C)=O)=NC(OC(C)C)=O.CC(OC(/N=N/C(OC(C)C)=O)=O)C, predict the reaction product. The product is: [CH3:1][C@H:2]([O:5][C:26]1[CH:27]=[C:28]([CH3:36])[C:29]([C:32]([O:34][CH3:35])=[O:33])=[N:30][CH:31]=1)[C:3]#[CH:4].